The task is: Predict the reaction yield, written as a fraction of the theoretical maximum amount of product (1.0 means a 100% yield; for example, 0.34 means a 34% yield).. This data is from Reaction yield outcomes from USPTO patents with 853,638 reactions. (1) The reactants are C(O)(C(F)(F)F)=O.[F:8][C:9]1[C:39]([NH:40][S:41]([CH2:44][CH2:45][CH3:46])(=[O:43])=[O:42])=[CH:38][CH:37]=[C:36]([F:47])[C:10]=1[C:11]([NH:13][C:14]1[CH:15]=[N:16][C:17]2[N:18]([N:20]=[C:21]([CH:23]3[CH2:28][CH2:27][N:26](C(OC(C)(C)C)=O)[CH2:25][CH2:24]3)[CH:22]=2)[CH:19]=1)=[O:12]. The catalyst is C(Cl)Cl. The product is [F:8][C:9]1[C:39]([NH:40][S:41]([CH2:44][CH2:45][CH3:46])(=[O:43])=[O:42])=[CH:38][CH:37]=[C:36]([F:47])[C:10]=1[C:11]([NH:13][C:14]1[CH:15]=[N:16][C:17]2[N:18]([N:20]=[C:21]([CH:23]3[CH2:28][CH2:27][NH:26][CH2:25][CH2:24]3)[CH:22]=2)[CH:19]=1)=[O:12]. The yield is 0.900. (2) The reactants are [C:1]([C:3]1[C:4]([C:19]2[CH:24]=[CH:23][C:22]([Cl:25])=[CH:21][C:20]=2[Cl:26])=[C:5]([C:14]([O:16]CC)=[O:15])[S:6][C:7]=1[N:8]1[CH2:13][CH2:12][O:11][CH2:10][CH2:9]1)#[N:2].[OH-].[Na+]. The catalyst is C1COCC1.CO.O. The product is [C:1]([C:3]1[C:4]([C:19]2[CH:24]=[CH:23][C:22]([Cl:25])=[CH:21][C:20]=2[Cl:26])=[C:5]([C:14]([OH:16])=[O:15])[S:6][C:7]=1[N:8]1[CH2:9][CH2:10][O:11][CH2:12][CH2:13]1)#[N:2]. The yield is 0.620. (3) The reactants are Br[C:2]1[CH:7]=[CH:6][C:5]([C:8](=[C:16]2[CH2:22][CH2:21][CH2:20][CH2:19][CH2:18][CH2:17]2)[C:9]2[CH:14]=[CH:13][C:12]([OH:15])=[CH:11][CH:10]=2)=[C:4]([F:23])[CH:3]=1.[C:24]([O:28][CH2:29][CH3:30])(=[O:27])[CH:25]=[CH2:26].CCN(CC)CC. The catalyst is CN(C=O)C.O.CCOC(C)=O.Cl[Pd](Cl)([P](C1C=CC=CC=1)(C1C=CC=CC=1)C1C=CC=CC=1)[P](C1C=CC=CC=1)(C1C=CC=CC=1)C1C=CC=CC=1. The product is [CH2:29]([O:28][C:24](=[O:27])[CH:25]=[CH:26][C:2]1[CH:7]=[CH:6][C:5]([C:8](=[C:16]2[CH2:22][CH2:21][CH2:20][CH2:19][CH2:18][CH2:17]2)[C:9]2[CH:14]=[CH:13][C:12]([OH:15])=[CH:11][CH:10]=2)=[C:4]([F:23])[CH:3]=1)[CH3:30]. The yield is 0.810. (4) The reactants are [CH3:1][C:2](=[CH:8][C:9]1[CH:14]=[CH:13][C:12]([CH3:15])=[CH:11][CH:10]=1)[C:3](OCC)=[O:4].[Cl-].[Ce+3].[Cl-].[Cl-].[H-].[Al+3].[Li+].[H-].[H-].[H-].O. The catalyst is O1CCCC1. The product is [CH3:1][C:2](=[CH:8][C:9]1[CH:10]=[CH:11][C:12]([CH3:15])=[CH:13][CH:14]=1)[CH2:3][OH:4]. The yield is 0.420. (5) The reactants are [CH:1]1([NH:4][C:5](=[O:45])[NH:6][C:7]2[CH:43]=[CH:42][C:10]([O:11][C:12]3[CH:17]=[CH:16][N:15]=[C:14]4[CH:18]=[C:19]([C:21]5[N:26]=[CH:25][C:24]([CH2:27][N:28]([CH2:36][CH2:37][S:38]([CH3:41])(=[O:40])=[O:39])C(=O)OC(C)(C)C)=[CH:23][CH:22]=5)[S:20][C:13]=34)=[C:9]([F:44])[CH:8]=2)[CH2:3][CH2:2]1.C(O)(C(F)(F)F)=O. The catalyst is C(Cl)Cl. The product is [CH:1]1([NH:4][C:5]([NH:6][C:7]2[CH:43]=[CH:42][C:10]([O:11][C:12]3[CH:17]=[CH:16][N:15]=[C:14]4[CH:18]=[C:19]([C:21]5[CH:22]=[CH:23][C:24]([CH2:27][NH:28][CH2:36][CH2:37][S:38]([CH3:41])(=[O:39])=[O:40])=[CH:25][N:26]=5)[S:20][C:13]=34)=[C:9]([F:44])[CH:8]=2)=[O:45])[CH2:3][CH2:2]1. The yield is 0.720. (6) The reactants are [Br:1][C:2]1[CH:3]=[CH:4][C:5]([OH:11])=[C:6]([C:8](=[O:10])[CH3:9])[CH:7]=1.[CH:12](=O)[C:13]1[CH:18]=[CH:17][CH:16]=[CH:15][CH:14]=1. The catalyst is C(O)C.O. The product is [Br:1][C:2]1[CH:7]=[C:6]2[C:5](=[CH:4][CH:3]=1)[O:11][CH:12]([C:13]1[CH:18]=[CH:17][CH:16]=[CH:15][CH:14]=1)[CH2:9][C:8]2=[O:10]. The yield is 0.210. (7) The product is [ClH:1].[Cl:1][C:2]1[C:3]([N:17]2[CH2:22][CH2:21][CH2:20][C@@H:19]([NH:23][CH3:24])[CH2:18]2)=[C:4]2[C:10]([NH:11][C:12](=[O:16])[CH:13]([CH3:15])[CH3:14])=[CH:9][NH:8][C:5]2=[N:6][CH:7]=1. The catalyst is C(Cl)Cl. The yield is 0.890. The reactants are [Cl:1][C:2]1[C:3]([N:17]2[CH2:22][CH2:21][CH2:20][C@@H:19]([N:23](C)[C:24](=O)OC(C)(C)C)[CH2:18]2)=[C:4]2[C:10]([NH:11][C:12](=[O:16])[CH:13]([CH3:15])[CH3:14])=[CH:9][NH:8][C:5]2=[N:6][CH:7]=1.C(O)(C(F)(F)F)=O. (8) The reactants are C(OC([N:8]1[CH2:12][CH2:11][CH2:10][CH:9]1[C:13]1[NH:14][C:15]([C:18]2[CH:23]=[CH:22][C:21]([C:24]3[CH:33]=[CH:32][C:31]4[C:26](=[CH:27][CH:28]=[C:29]([C:34]5[NH:35][C:36]([CH:39]6[CH2:43][CH2:42][CH2:41][N:40]6[C:44](=[O:54])[CH:45]([NH:49][C:50]([O:52][CH3:53])=[O:51])[CH:46]([CH3:48])[CH3:47])=[N:37][CH:38]=5)[CH:30]=4)[CH:25]=3)=[CH:20][CH:19]=2)=[CH:16][N:17]=1)=O)(C)(C)C.[ClH:55]. The catalyst is CO.CCOCC. The product is [ClH:55].[ClH:55].[ClH:55].[CH3:53][O:52][C:50](=[O:51])[NH:49][CH:45]([C:44]([N:40]1[CH2:41][CH2:42][CH2:43][CH:39]1[C:36]1[NH:35][C:34]([C:29]2[CH:28]=[CH:27][C:26]3[C:31](=[CH:32][CH:33]=[C:24]([C:21]4[CH:22]=[CH:23][C:18]([C:15]5[NH:14][C:13]([CH:9]6[CH2:10][CH2:11][CH2:12][NH:8]6)=[N:17][CH:16]=5)=[CH:19][CH:20]=4)[CH:25]=3)[CH:30]=2)=[CH:38][N:37]=1)=[O:54])[CH:46]([CH3:48])[CH3:47]. The yield is 0.870.